Task: Predict the product of the given reaction.. Dataset: Forward reaction prediction with 1.9M reactions from USPTO patents (1976-2016) Given the reactants [CH:1]1[C:11]2[CH2:10][CH2:9][C:8]3[CH:12]=[CH:13][CH:14]=[CH:15][C:7]=3[C:6](=[CH:16][C:17]3[N:22]=[C:21]([NH2:23])[CH:20]=[CH:19][CH:18]=3)[C:5]=2[CH:4]=[CH:3][CH:2]=1.C(N(CC)CC)C.[CH3:31][S:32](Cl)(=[O:34])=[O:33].Cl, predict the reaction product. The product is: [CH:12]1[C:8]2[CH2:9][CH2:10][C:11]3[CH:1]=[CH:2][CH:3]=[CH:4][C:5]=3[C:6](=[CH:16][C:17]3[N:22]=[C:21]([NH:23][S:32]([CH3:31])(=[O:34])=[O:33])[CH:20]=[CH:19][CH:18]=3)[C:7]=2[CH:15]=[CH:14][CH:13]=1.